From a dataset of Peptide-MHC class II binding affinity with 134,281 pairs from IEDB. Regression. Given a peptide amino acid sequence and an MHC pseudo amino acid sequence, predict their binding affinity value. This is MHC class II binding data. (1) The peptide sequence is GSFVRTVSLPVGADE. The MHC is DRB1_0802 with pseudo-sequence DRB1_0802. The binding affinity (normalized) is 0.633. (2) The peptide sequence is VKIVQKRGIVKENIID. The MHC is DRB4_0101 with pseudo-sequence DRB4_0103. The binding affinity (normalized) is 0.490. (3) The peptide sequence is KEKVYLSWVPAHKGIGGNE. The MHC is HLA-DQA10301-DQB10302 with pseudo-sequence HLA-DQA10301-DQB10302. The binding affinity (normalized) is 0.